Dataset: Full USPTO retrosynthesis dataset with 1.9M reactions from patents (1976-2016). Task: Predict the reactants needed to synthesize the given product. (1) Given the product [Cl:1][C:2]1[C:3]2[CH:15]=[C:14]([OH:16])[CH:13]=[CH:12][C:4]=2[S:5][C:6]=1[C:7]([O:9][CH2:10][CH3:11])=[O:8], predict the reactants needed to synthesize it. The reactants are: [Cl:1][C:2]1[C:3]2[CH:15]=[C:14]([O:16]C)[CH:13]=[CH:12][C:4]=2[S:5][C:6]=1[C:7]([O:9][CH2:10][CH3:11])=[O:8].B(Br)(Br)Br.C(O)C. (2) Given the product [C:7]([O:6][C:1](=[O:5])[C:2]([CH3:4])([CH3:3])[CH2:23][CH2:22][CH2:21][CH2:20][Br:19])([CH3:10])([CH3:9])[CH3:8], predict the reactants needed to synthesize it. The reactants are: [C:1]([O:6][C:7]([CH3:10])([CH3:9])[CH3:8])(=[O:5])[CH:2]([CH3:4])[CH3:3].[Li+].CC([N-]C(C)C)C.[Br:19][CH2:20][CH2:21][CH2:22][CH2:23]Br.O.